Dataset: Reaction yield outcomes from USPTO patents with 853,638 reactions. Task: Predict the reaction yield, written as a fraction of the theoretical maximum amount of product (1.0 means a 100% yield; for example, 0.34 means a 34% yield). (1) The reactants are Br[C:2]1[N:3]=[C:4]([C@@H:12]2[CH2:17][CH2:16][CH2:15][CH2:14][N:13]2[C:18]([O:20][CH2:21][C:22]2[CH:27]=[CH:26][CH:25]=[CH:24][CH:23]=2)=[O:19])[N:5]2[CH:10]=[CH:9][N:8]=[C:7]([CH3:11])[C:6]=12.[CH2:28]([C:31]1[CH:36]=[CH:35][N:34]=[C:33]([NH:37][C:38](=[O:54])[C:39]2[CH:44]=[CH:43][C:42](B3OC(C)(C)C(C)(C)O3)=[CH:41][CH:40]=2)[CH:32]=1)[CH2:29][CH3:30].C(=O)([O-])[O-].[K+].[K+].O. The catalyst is O1CCOCC1.[Pd](Cl)Cl.C1(P(C2C=CC=CC=2)[C-]2C=CC=C2)C=CC=CC=1.[C-]1(P(C2C=CC=CC=2)C2C=CC=CC=2)C=CC=C1.[Fe+2]. The product is [CH3:11][C:7]1[C:6]2[N:5]([C:4]([C@@H:12]3[CH2:17][CH2:16][CH2:15][CH2:14][N:13]3[C:18]([O:20][CH2:21][C:22]3[CH:23]=[CH:24][CH:25]=[CH:26][CH:27]=3)=[O:19])=[N:3][C:2]=2[C:42]2[CH:41]=[CH:40][C:39]([C:38](=[O:54])[NH:37][C:33]3[CH:32]=[C:31]([CH2:28][CH2:29][CH3:30])[CH:36]=[CH:35][N:34]=3)=[CH:44][CH:43]=2)[CH:10]=[CH:9][N:8]=1. The yield is 0.800. (2) The yield is 0.860. The reactants are [Si]([O:8][C@H:9]1[CH2:13][N:12]([C:14]2[CH:19]=[CH:18][N:17]3[N:20]=[CH:21][C:22]([C:23]([O:25]CC)=[O:24])=[C:16]3[N:15]=2)[C@@H:11]([C:28]2[CH:33]=[CH:32][CH:31]=[C:30]([F:34])[CH:29]=2)[CH2:10]1)(C(C)(C)C)(C)C.[Li+].[OH-]. The product is [F:34][C:30]1[CH:29]=[C:28]([C@H:11]2[CH2:10][C@@H:9]([OH:8])[CH2:13][N:12]2[C:14]2[CH:19]=[CH:18][N:17]3[N:20]=[CH:21][C:22]([C:23]([OH:25])=[O:24])=[C:16]3[N:15]=2)[CH:33]=[CH:32][CH:31]=1. The catalyst is CCO. (3) The reactants are S(Cl)([Cl:3])=O.Cl.[NH2:6][CH:7]([CH2:11][C:12]1[C:20]2[C:15](=[N:16][CH:17]=[CH:18][C:19]=2[Cl:21])[NH:14][CH:13]=1)[C:8]([OH:10])=[O:9].[CH3:22]O. No catalyst specified. The product is [ClH:3].[CH3:22][O:9][C:8](=[O:10])[CH:7]([NH2:6])[CH2:11][C:12]1[C:20]2[C:15](=[N:16][CH:17]=[CH:18][C:19]=2[Cl:21])[NH:14][CH:13]=1. The yield is 0.990.